Dataset: Catalyst prediction with 721,799 reactions and 888 catalyst types from USPTO. Task: Predict which catalyst facilitates the given reaction. Reactant: C(Cl)Cl.[NH2:4][C:5]1[C:10]2=[C:11]([C:20]3[CH:25]=[CH:24][C:23]([NH:26][C:27]([NH:29][C:30]4[CH:35]=[C:34]([C:36]([F:39])([F:38])[F:37])[CH:33]=[CH:32][C:31]=4[F:40])=[O:28])=[C:22]([F:41])[CH:21]=3)[CH:12]=[C:13]([CH:14]3[CH2:19][CH2:18][NH:17][CH2:16][CH2:15]3)[N:9]2[N:8]=[CH:7][N:6]=1.[CH3:42][N:43]=[C:44]=[O:45]. Product: [NH2:4][C:5]1[C:10]2=[C:11]([C:20]3[CH:25]=[CH:24][C:23]([NH:26][C:27](=[O:28])[NH:29][C:30]4[CH:35]=[C:34]([C:36]([F:39])([F:37])[F:38])[CH:33]=[CH:32][C:31]=4[F:40])=[C:22]([F:41])[CH:21]=3)[CH:12]=[C:13]([CH:14]3[CH2:19][CH2:18][N:17]([C:44]([NH:43][CH3:42])=[O:45])[CH2:16][CH2:15]3)[N:9]2[N:8]=[CH:7][N:6]=1. The catalyst class is: 1.